This data is from Full USPTO retrosynthesis dataset with 1.9M reactions from patents (1976-2016). The task is: Predict the reactants needed to synthesize the given product. Given the product [CH2:1]([N:8]1[C@@H:13]2[CH2:14][CH2:15][C@@:9]1([C:17]1[CH:22]=[CH:21][CH:20]=[CH:19][CH:18]=1)[C@H:10]([O:16][CH2:30][C:29]1[CH:32]=[C:33]([C:35]([F:37])([F:38])[F:36])[CH:34]=[C:27]([C:26]([F:25])([F:39])[F:40])[CH:28]=1)[CH2:11][CH2:12]2)[C:2]1[CH:3]=[CH:4][CH:5]=[CH:6][CH:7]=1, predict the reactants needed to synthesize it. The reactants are: [CH2:1]([N:8]1[C@@H:13]2[CH2:14][CH2:15][C@@:9]1([C:17]1[CH:22]=[CH:21][CH:20]=[CH:19][CH:18]=1)[C@H:10]([OH:16])[CH2:11][CH2:12]2)[C:2]1[CH:7]=[CH:6][CH:5]=[CH:4][CH:3]=1.[H-].[Na+].[F:25][C:26]([F:40])([F:39])[C:27]1[CH:28]=[C:29]([CH:32]=[C:33]([C:35]([F:38])([F:37])[F:36])[CH:34]=1)[CH2:30]Br.O.